This data is from Full USPTO retrosynthesis dataset with 1.9M reactions from patents (1976-2016). The task is: Predict the reactants needed to synthesize the given product. (1) Given the product [F:6][C:7]1[CH:8]=[C:9]([S:13][CH2:2][C:3]([OH:5])=[O:4])[CH:10]=[CH:11][CH:12]=1, predict the reactants needed to synthesize it. The reactants are: Cl[CH2:2][C:3]([OH:5])=[O:4].[F:6][C:7]1[CH:8]=[C:9]([SH:13])[CH:10]=[CH:11][CH:12]=1. (2) The reactants are: [F:1][C:2]([F:32])([F:31])[C:3]([OH:30])([CH3:29])[CH2:4][NH:5][C:6]([C:8]1[C:13]([N:14]2C(C)=CC=C2C)=[CH:12][C:11]([C:21]([F:24])([F:23])[F:22])=[C:10]([C:25]([F:28])([F:27])[F:26])[N:9]=1)=[O:7].Cl.NO.CCN(CC)CC. Given the product [F:32][C:2]([F:1])([F:31])[C:3]([OH:30])([CH3:29])[CH2:4][NH:5][C:6]([C:8]1[C:13]([NH2:14])=[CH:12][C:11]([C:21]([F:24])([F:23])[F:22])=[C:10]([C:25]([F:27])([F:26])[F:28])[N:9]=1)=[O:7], predict the reactants needed to synthesize it.